This data is from Forward reaction prediction with 1.9M reactions from USPTO patents (1976-2016). The task is: Predict the product of the given reaction. (1) Given the reactants [Br:1][C:2]1[CH:12]=[CH:11][C:5]([O:6][CH2:7][C:8]([NH2:10])=[O:9])=[C:4]([C:13]#[N:14])[CH:3]=1.N1CCC[CH2:17][CH2:16]1.[NH2:21][CH:22]1[CH2:30][C:29]2[C:24](=[CH:25][CH:26]=[CH:27][CH:28]=2)[CH2:23]1, predict the reaction product. The product is: [Br:1][C:2]1[CH:12]=[CH:11][C:5]2[O:6][C:7]3[C:8](=[O:9])[NH:10][C:16]([CH2:17][NH:21][CH:22]4[CH2:30][C:29]5[C:24](=[CH:25][CH:26]=[CH:27][CH:28]=5)[CH2:23]4)=[N:14][C:13]=3[C:4]=2[CH:3]=1. (2) Given the reactants F[C:2]1[C:9]([F:10])=[CH:8][CH:7]=[CH:6][C:3]=1[C:4]#[N:5].[NH3:11], predict the reaction product. The product is: [CH3:8][CH2:9][CH2:2][CH:3]([CH3:6])[CH3:4].[NH2:11][C:2]1[C:9]([F:10])=[CH:8][CH:7]=[CH:6][C:3]=1[C:4]#[N:5]. (3) Given the reactants [CH3:1][C:2]1[CH:3]=[CH:4][C:5]([NH2:8])=[N:6][CH:7]=1.[Al](Cl)(C)C.[CH3:13][N:14]1[C:22](=[O:23])[C:21]2[C:16](=[C:17]([O:28][C:29]3[CH:34]=[CH:33][C:32]([S:35]([CH3:38])(=[O:37])=[O:36])=[CH:31][CH:30]=3)[CH:18]=[C:19]([C:24](OC)=[O:25])[CH:20]=2)[CH2:15]1, predict the reaction product. The product is: [CH3:13][N:14]1[C:22](=[O:23])[C:21]2[C:16](=[C:17]([O:28][C:29]3[CH:30]=[CH:31][C:32]([S:35]([CH3:38])(=[O:37])=[O:36])=[CH:33][CH:34]=3)[CH:18]=[C:19]([C:24]([NH:8][C:5]3[CH:4]=[CH:3][C:2]([CH3:1])=[CH:7][N:6]=3)=[O:25])[CH:20]=2)[CH2:15]1.